Dataset: Full USPTO retrosynthesis dataset with 1.9M reactions from patents (1976-2016). Task: Predict the reactants needed to synthesize the given product. The reactants are: [CH3:1][O:2][C:3]1[CH:8]=[CH:7][C:6]([N:9]2[C:13]3[N:14]=[C:15]([CH3:21])[CH:16]=[C:17]([C:18](O)=[O:19])[C:12]=3[C:11]([CH3:22])=[N:10]2)=[CH:5][CH:4]=1.[NH2:23][C:24]1[C:25]([CH3:31])=[N:26][CH:27]=[CH:28][C:29]=1[CH3:30].O=P(Cl)(Cl)Cl. Given the product [CH3:31][C:25]1[C:24]([NH:23][C:18]([C:17]2[C:12]3[C:11]([CH3:22])=[N:10][N:9]([C:6]4[CH:5]=[CH:4][C:3]([O:2][CH3:1])=[CH:8][CH:7]=4)[C:13]=3[N:14]=[C:15]([CH3:21])[CH:16]=2)=[O:19])=[C:29]([CH3:30])[CH:28]=[CH:27][N:26]=1, predict the reactants needed to synthesize it.